Predict the reactants needed to synthesize the given product. From a dataset of Full USPTO retrosynthesis dataset with 1.9M reactions from patents (1976-2016). (1) Given the product [C:1]([O:5][C:6]([C@@H:7]1[CH2:15][C@H:14]1[C:13](=[O:16])[CH3:12])=[O:11])([CH3:4])([CH3:3])[CH3:2], predict the reactants needed to synthesize it. The reactants are: [C:1]([O:5][C:6](=[O:11])[CH:7]=S(C)C)([CH3:4])([CH3:3])[CH3:2].[CH3:12][C:13](=[O:16])[CH:14]=[CH2:15]. (2) Given the product [Cl:1][C:2]1[C:11]([F:12])=[C:10]2[C:5]([CH2:6][CH2:7][N:8]([C:15]3[CH:16]=[N:17][CH:18]=[CH:19][C:20]=3[CH3:21])[C:9]2=[O:13])=[CH:4][CH:3]=1, predict the reactants needed to synthesize it. The reactants are: [Cl:1][C:2]1[C:11]([F:12])=[C:10]2[C:5]([CH2:6][CH2:7][NH:8][C:9]2=[O:13])=[CH:4][CH:3]=1.I[C:15]1[CH:16]=[N:17][CH:18]=[CH:19][C:20]=1[CH3:21].P([O-])([O-])([O-])=O.[K+].[K+].[K+]. (3) Given the product [O:21]1[C:22]2[C:27](=[CH:26][CH:25]=[CH:24][CH:23]=2)[CH2:18][CH2:19][CH2:20]1, predict the reactants needed to synthesize it. The reactants are: C[O-].[Na+].CS(OCCCCCCCCC[CH:18]1[C:27]2[C:22](=[CH:23][C:24](OCOC)=[CH:25][CH:26]=2)[O:21][CH2:20][CH:19]1C1C=CC(OCOC)=CC=1)(=O)=O.O. (4) Given the product [CH3:1][C:2]1([CH3:25])[C:15]2[C:10]3=[C:11]([C:19]4[CH:20]=[CH:21][C:22]([C:35]5[CH:36]=[C:37]([C:38]([O:40][CH3:41])=[O:39])[C:27]([C:21]6[CH:22]=[CH:23][C:24]7[N:9]8[C:8]9[CH:7]=[CH:6][CH:5]=[CH:4][C:3]=9[C:2]([CH3:25])([CH3:1])[C:15]9[C:10]8=[C:11]([CH:12]=[CH:13][CH:14]=9)[C:19]=7[CH:20]=6)=[CH:28][C:29]=5[C:30]([O:32][CH3:33])=[O:31])=[CH:23][C:24]=4[N:9]3[C:8]3[CH:7]=[CH:6][CH:5]=[CH:4][C:3]1=3)[CH:12]=[CH:13][CH:14]=2, predict the reactants needed to synthesize it. The reactants are: [CH3:1][C:2]1([CH3:25])[C:15]2[C:10]3=[C:11]([C:19]4[CH:20]=[CH:21][CH:22]=[CH:23][C:24]=4[N:9]3[C:8]3[CH:7]=[CH:6][CH:5]=[CH:4][C:3]1=3)[CH:12]=[C:13](B(O)O)[CH:14]=2.Br[C:27]1[C:28](Br)=[C:29]([CH:35]=[CH:36][C:37]=1[C:38]([O:40][CH2:41]C)=[O:39])[C:30]([O:32][CH2:33]C)=[O:31].C(=O)([O-])[O-].[K+].[K+].N#N. (5) Given the product [Cl:1][C:2]1[CH:7]=[CH:6][CH:5]=[C:4]([Cl:8])[C:3]=1[CH2:9][CH:10]([OH:12])[CH3:11], predict the reactants needed to synthesize it. The reactants are: [Cl:1][C:2]1[CH:7]=[CH:6][CH:5]=[C:4]([Cl:8])[C:3]=1[CH2:9][C:10](=[O:12])[CH3:11].[BH4-].[Na+].